Dataset: Catalyst prediction with 721,799 reactions and 888 catalyst types from USPTO. Task: Predict which catalyst facilitates the given reaction. (1) Reactant: [CH:1]1[C:10]2[C:5](=[CH:6][CH:7]=[CH:8][CH:9]=2)[CH:4]=[CH:3][C:2]=1[O:11][CH2:12][CH:13]([OH:26])[CH2:14][O:15][C:16]1[CH:25]=[CH:24][C:23]2[C:18](=[CH:19][CH:20]=[CH:21][CH:22]=2)[CH:17]=1.C(N(CC)CC)C.[C:34](Cl)(=[O:37])[CH:35]=[CH2:36]. Product: [C:34]([O:26][CH:13]([CH2:14][O:15][C:16]1[CH:25]=[CH:24][C:23]2[C:18](=[CH:19][CH:20]=[CH:21][CH:22]=2)[CH:17]=1)[CH2:12][O:11][C:2]1[CH:3]=[CH:4][C:5]2[C:10](=[CH:9][CH:8]=[CH:7][CH:6]=2)[CH:1]=1)(=[O:37])[CH:35]=[CH2:36]. The catalyst class is: 2. (2) Reactant: Br[C:2]1[CH:3]=[CH:4][C:5]2[NH:11][C:10]3[N:12]=[C:13]([C:16]([F:19])([F:18])[F:17])[CH:14]=[CH:15][C:9]=3[CH2:8][N:7]([S:20]([C:23]3[CH:28]=[CH:27][C:26]([C:29]([CH3:32])([CH3:31])[CH3:30])=[CH:25][CH:24]=3)(=[O:22])=[O:21])[C:6]=2[CH:33]=1.[CH3:34][N:35]1[CH:39]=[CH:38][C:37]([Sn](CCCC)(CCCC)CCCC)=[N:36]1.O. Product: [C:29]([C:26]1[CH:25]=[CH:24][C:23]([S:20]([N:7]2[C:6]3[CH:33]=[C:2]([C:39]4[N:35]([CH3:34])[N:36]=[CH:37][CH:38]=4)[CH:3]=[CH:4][C:5]=3[NH:11][C:10]3[N:12]=[C:13]([C:16]([F:19])([F:17])[F:18])[CH:14]=[CH:15][C:9]=3[CH2:8]2)(=[O:22])=[O:21])=[CH:28][CH:27]=1)([CH3:30])([CH3:32])[CH3:31]. The catalyst class is: 516. (3) Reactant: Br[C:2]1[NH:11][C:5]2=[N:6][CH:7]=[CH:8][C:9]([Cl:10])=[C:4]2[N:3]=1.[CH3:12][N:13]1[CH:17]=[C:16](B2OC(C)(C)C(C)(C)O2)[CH:15]=[N:14]1.ClCCl.C(=O)([O-])[O-].[K+].[K+].O1CCOCC1.O. Product: [Cl:10][C:9]1[CH:8]=[CH:7][N:6]=[C:5]2[NH:11][C:2]([C:16]3[CH:15]=[N:14][N:13]([CH3:12])[CH:17]=3)=[N:3][C:4]=12. The catalyst class is: 140. (4) Reactant: [Br:1][C:2]1[CH:3]=[N:4][CH:5]=[C:6]([CH2:8]Br)[CH:7]=1.[CH3:10][S-:11].[Na+]. Product: [Br:1][C:2]1[CH:3]=[N:4][CH:5]=[C:6]([CH2:8][S:11][CH3:10])[CH:7]=1. The catalyst class is: 14. (5) Product: [CH2:17]([O:14][C:13]1[C:12]([I:15])=[CH:11][C:6]([C:7]([O:9][CH3:10])=[O:8])=[CH:5][C:4]=1[O:3][CH2:1][CH3:2])[C:18]1[CH:23]=[CH:22][CH:21]=[CH:20][CH:19]=1. The catalyst class is: 84. Reactant: [CH2:1]([O:3][C:4]1[CH:5]=[C:6]([CH:11]=[C:12]([I:15])[C:13]=1[OH:14])[C:7]([O:9][CH3:10])=[O:8])[CH3:2].Br[CH2:17][C:18]1[CH:23]=[CH:22][CH:21]=[CH:20][CH:19]=1.C(=O)([O-])[O-].[K+].[K+].CN(C=O)C. (6) Reactant: CC1C=CC(S(O[CH2:12][CH:13]2[CH2:22][CH2:21][C:20]3[C:15](=[CH:16][C:17]([S:23]([CH3:26])(=[O:25])=[O:24])=[CH:18][CH:19]=3)[O:14]2)(=O)=O)=CC=1.[NH:27]1[CH2:32][CH2:31][CH2:30][CH2:29][CH2:28]1. Product: [CH3:26][S:23]([C:17]1[CH:16]=[C:15]2[C:20]([CH2:21][CH2:22][CH:13]([CH2:12][N:27]3[CH2:32][CH2:31][CH2:30][CH2:29][CH2:28]3)[O:14]2)=[CH:19][CH:18]=1)(=[O:24])=[O:25]. The catalyst class is: 10. (7) Product: [NH2:1][C:2]1[C:10]2[C:5](=[N:6][C:7]([N:32]3[CH2:33][CH2:34][C:29]4([O:28][CH2:27][CH2:26][O:25]4)[CH2:30][CH2:31]3)=[CH:8][C:9]=2[S:11]([CH3:13])=[O:12])[S:4][C:3]=1[C:22]([NH2:23])=[O:24]. The catalyst class is: 18. Reactant: [NH2:1][C:2]1[C:10]2[C:5](=[N:6][C:7](OS(C(F)(F)F)(=O)=O)=[CH:8][C:9]=2[S:11]([CH3:13])=[O:12])[S:4][C:3]=1[C:22](=[O:24])[NH2:23].[O:25]1[C:29]2([CH2:34][CH2:33][NH:32][CH2:31][CH2:30]2)[O:28][CH2:27][CH2:26]1. (8) The catalyst class is: 1. Reactant: [I:1][C:2]1[CH:3]=[C:4]([CH2:8][C:9](O)=[O:10])[CH:5]=[CH:6][CH:7]=1.[Li]. Product: [I:1][C:2]1[CH:3]=[C:4]([CH2:8][CH2:9][OH:10])[CH:5]=[CH:6][CH:7]=1. (9) Reactant: Cl.[Cl:2][C:3]1[CH:4]=[C:5]2[C:9](=[CH:10][CH:11]=1)[NH:8][CH:7]=[C:6]2[CH2:12][CH2:13][NH2:14].[O:15]1[CH2:20][CH2:19][N:18]([C:21]2[CH:29]=[CH:28][C:24]([C:25](Cl)=[O:26])=[CH:23][N:22]=2)[CH2:17][CH2:16]1.C(N(CC)CC)C. Product: [Cl:2][C:3]1[CH:4]=[C:5]2[C:9](=[CH:10][CH:11]=1)[NH:8][CH:7]=[C:6]2[CH2:12][CH2:13][NH:14][C:25](=[O:26])[C:24]1[CH:28]=[CH:29][C:21]([N:18]2[CH2:17][CH2:16][O:15][CH2:20][CH2:19]2)=[N:22][CH:23]=1. The catalyst class is: 4. (10) Reactant: [Br:1][C:2]1[CH:3]=[CH:4][C:5]([Cl:10])=[C:6]([CH2:8][OH:9])[CH:7]=1.[CH3:11][S:12](Cl)(=[O:14])=[O:13]. Product: [CH3:11][S:12]([O:9][CH2:8][C:6]1[CH:7]=[C:2]([Br:1])[CH:3]=[CH:4][C:5]=1[Cl:10])(=[O:14])=[O:13]. The catalyst class is: 2.